From a dataset of Catalyst prediction with 721,799 reactions and 888 catalyst types from USPTO. Predict which catalyst facilitates the given reaction. (1) Reactant: [N+:1]([C:4]1[CH:9]=[CH:8][C:7]([CH2:10][C:11]([N:13]2[CH2:17][CH2:16][CH2:15][CH2:14]2)=[O:12])=[CH:6][CH:5]=1)([O-])=O.C([O-])=O.[NH4+]. Product: [O:12]=[C:11]([N:13]1[CH2:17][CH2:16][CH2:15][CH2:14]1)[CH2:10][C:7]1[CH:8]=[CH:9][C:4]([NH2:1])=[CH:5][CH:6]=1. The catalyst class is: 19. (2) Reactant: N1CCCN2CCCCCC=12.[CH:12]1([NH:15][C:16]([C:19]2[CH:24]=[CH:23][C:22]([CH3:25])=[C:21]([I:26])[C:20]=2F)=[N:17][OH:18])[CH2:14][CH2:13]1. Product: [CH:12]1([NH:15][C:16]2[C:19]3[CH:24]=[CH:23][C:22]([CH3:25])=[C:21]([I:26])[C:20]=3[O:18][N:17]=2)[CH2:14][CH2:13]1. The catalyst class is: 7. (3) Reactant: [C:1]([O:5][C:6]([N:8]1[CH2:13][C@@H:12]([C:14](=[O:37])[NH:15][CH2:16][C:17]2([CH2:31][CH2:32][CH2:33][CH2:34][O:35][CH3:36])[C:30]3[CH:29]=[CH:28][CH:27]=[CH:26][C:25]=3[O:24][C:23]3[C:18]2=[CH:19][CH:20]=[CH:21][CH:22]=3)[CH2:11][C@@H:10]([C:38](O)=[O:39])[CH2:9]1)=[O:7])([CH3:4])([CH3:3])[CH3:2].[N:41]1[CH:46]=[CH:45][CH:44]=[CH:43][C:42]=1[CH2:47][NH:48][CH:49]1[CH2:51][CH2:50]1. Product: [C:1]([O:5][C:6]([N:8]1[CH2:13][C@@H:12]([C:14](=[O:37])[NH:15][CH2:16][C:17]2([CH2:31][CH2:32][CH2:33][CH2:34][O:35][CH3:36])[C:30]3[CH:29]=[CH:28][CH:27]=[CH:26][C:25]=3[O:24][C:23]3[C:18]2=[CH:19][CH:20]=[CH:21][CH:22]=3)[CH2:11][C@@H:10]([C:38](=[O:39])[N:48]([CH:49]2[CH2:50][CH2:51]2)[CH2:47][C:42]2[CH:43]=[CH:44][CH:45]=[CH:46][N:41]=2)[CH2:9]1)=[O:7])([CH3:3])([CH3:2])[CH3:4]. The catalyst class is: 66.